From a dataset of Reaction yield outcomes from USPTO patents with 853,638 reactions. Predict the reaction yield, written as a fraction of the theoretical maximum amount of product (1.0 means a 100% yield; for example, 0.34 means a 34% yield). (1) The reactants are [CH3:1][C@H:2]1[CH2:7][CH2:6][CH:5]([C:8]2[CH:13]=[CH:12][CH:11]=[CH:10][CH:9]=2)[S:4](=[O:15])(=[O:14])[N:3]1[CH2:16][C:17]1[CH:25]=[CH:24][C:20]([C:21]([OH:23])=O)=[CH:19][CH:18]=1.[O:26]1[CH2:31][CH2:30][CH:29]([NH2:32])[CH2:28][CH2:27]1.C(N(CC)CC)C.CN(C(ON1N=NC2C=CC=NC1=2)=[N+](C)C)C.F[P-](F)(F)(F)(F)F. The catalyst is CN(C)C=O. The product is [CH3:1][C@H:2]1[CH2:7][CH2:6][CH:5]([C:8]2[CH:9]=[CH:10][CH:11]=[CH:12][CH:13]=2)[S:4](=[O:15])(=[O:14])[N:3]1[CH2:16][C:17]1[CH:18]=[CH:19][C:20]([C:21]([NH:32][CH:29]2[CH2:30][CH2:31][O:26][CH2:27][CH2:28]2)=[O:23])=[CH:24][CH:25]=1. The yield is 0.720. (2) The reactants are C[Al](C)C.[CH3:5][N:6]1[CH2:11][CH2:10][N:9]([C:12]2[S:16][C:15]([C:17]([O:19]CC)=O)=[CH:14][CH:13]=2)[CH2:8][CH2:7]1.Cl.[CH3:23][O:24][C:25]1[CH:26]=[C:27]([CH2:33][O:34][C:35]2[CH:36]=[C:37]([NH2:40])[NH:38][N:39]=2)[CH:28]=[C:29]([O:31][CH3:32])[CH:30]=1.C(C(C(C([O-])=O)O)O)([O-])=O.[Na+].[K+]. The catalyst is C1(C)C=CC=CC=1.O.C(OCC)(=O)C. The product is [CH3:32][O:31][C:29]1[CH:28]=[C:27]([CH2:33][O:34][C:35]2[CH:36]=[C:37]([NH:40][C:17]([C:15]3[S:16][C:12]([N:9]4[CH2:8][CH2:7][N:6]([CH3:5])[CH2:11][CH2:10]4)=[CH:13][CH:14]=3)=[O:19])[NH:38][N:39]=2)[CH:26]=[C:25]([O:24][CH3:23])[CH:30]=1. The yield is 0.321.